Dataset: Full USPTO retrosynthesis dataset with 1.9M reactions from patents (1976-2016). Task: Predict the reactants needed to synthesize the given product. (1) Given the product [NH2:9][C:4]1[N:3]=[C:2]([NH:24][CH2:21][CH2:11][CH2:12][NH:13][C:14](=[O:20])[O:15][C:16]([CH3:17])([CH3:18])[CH3:19])[CH:7]=[C:6]([Cl:8])[N:5]=1, predict the reactants needed to synthesize it. The reactants are: Cl[C:2]1[CH:7]=[C:6]([Cl:8])[N:5]=[C:4]([NH2:9])[N:3]=1.N[CH:11]([CH3:21])[CH2:12][NH:13][C:14](=[O:20])[O:15][C:16]([CH3:19])([CH3:18])[CH3:17].CC[N:24](C(C)C)C(C)C. (2) Given the product [C:2]([C:3]1[S:23][C:24](=[NH:25])[N:13]([CH2:12][CH2:11][C:10]([F:15])([F:14])[F:9])[CH:4]=1)([CH3:7])([CH3:6])[CH3:1], predict the reactants needed to synthesize it. The reactants are: [CH3:1][C:2]([CH3:7])([CH3:6])[CH2:3][CH:4]=O.Cl.[F:9][C:10]([F:15])([F:14])[CH2:11][CH2:12][NH2:13].C(N(CC)CC)C.[S-:23][C:24]#[N:25].[K+].II. (3) Given the product [ClH:12].[NH2:1][C:2]1([C:7]([O:9][CH3:14])=[O:8])[CH2:6][CH2:5][CH2:4][CH2:3]1, predict the reactants needed to synthesize it. The reactants are: [NH2:1][C:2]1([C:7]([OH:9])=[O:8])[CH2:6][CH2:5][CH2:4][CH2:3]1.S(Cl)([Cl:12])=O.[CH3:14]O. (4) Given the product [Cl:1][C:2]1[CH:7]=[CH:6][C:5]([CH2:8][CH2:9][NH2:10])=[CH:4][C:3]=1[O:13][CH3:14], predict the reactants needed to synthesize it. The reactants are: [Cl:1][C:2]1[CH:7]=[CH:6][C:5]([CH:8]=[CH:9][N+:10]([O-])=O)=[CH:4][C:3]=1[O:13][CH3:14].[H-].[H-].[H-].[H-].[Li+].[Al+3]. (5) Given the product [I:34][C:35]1[CH:43]=[CH:42][C:38]([C:39]([C:4]2[C:3]3[C:7](=[CH:8][CH:9]=[CH:10][C:2]=3[Cl:1])[N:6]([C@@H:11]3[O:28][C@H:27]([CH2:29][O:30][C:31](=[O:33])[CH3:32])[C@@H:22]([O:23][C:24](=[O:26])[CH3:25])[C@H:17]([O:18][C:19](=[O:21])[CH3:20])[C@H:12]3[O:13][C:14](=[O:16])[CH3:15])[CH:5]=2)=[O:40])=[CH:37][CH:36]=1, predict the reactants needed to synthesize it. The reactants are: [Cl:1][C:2]1[CH:10]=[CH:9][CH:8]=[C:7]2[C:3]=1[CH:4]=[CH:5][N:6]2[C@@H:11]1[O:28][C@H:27]([CH2:29][O:30][C:31](=[O:33])[CH3:32])[C@@H:22]([O:23][C:24](=[O:26])[CH3:25])[C@H:17]([O:18][C:19](=[O:21])[CH3:20])[C@H:12]1[O:13][C:14](=[O:16])[CH3:15].[I:34][C:35]1[CH:43]=[CH:42][C:38]([C:39](Cl)=[O:40])=[CH:37][CH:36]=1. (6) Given the product [C:13]([O:17][C:18]([N:20]1[CH2:25][CH2:24][CH:23]([NH:26][C:4]2[CH:5]=[C:6]([NH:8][C:9](=[O:11])[CH3:10])[N:7]=[C:2]([Cl:1])[N:3]=2)[CH2:22][CH2:21]1)=[O:19])([CH3:16])([CH3:14])[CH3:15], predict the reactants needed to synthesize it. The reactants are: [Cl:1][C:2]1[N:7]=[C:6]([NH:8][C:9](=[O:11])[CH3:10])[CH:5]=[C:4](Cl)[N:3]=1.[C:13]([O:17][C:18]([N:20]1[CH2:25][CH2:24][CH:23]([NH2:26])[CH2:22][CH2:21]1)=[O:19])([CH3:16])([CH3:15])[CH3:14]. (7) Given the product [CH2:1]([N:8]([CH2:18][CH:19]([NH2:41])[CH2:20][N:21]([CH2:31][C:32]1[CH:37]=[CH:36][CH:35]=[CH:34][CH:33]=1)[C:22]([O:24][CH2:25][C:26]1[S:30][CH:29]=[N:28][CH:27]=1)=[O:23])[C:9](=[O:17])[O:10][CH2:11][C:12]1[S:16][CH:15]=[N:14][CH:13]=1)[C:2]1[CH:7]=[CH:6][CH:5]=[CH:4][CH:3]=1, predict the reactants needed to synthesize it. The reactants are: [CH2:1]([N:8]([CH2:18][CH:19](O)[CH2:20][N:21]([CH2:31][C:32]1[CH:37]=[CH:36][CH:35]=[CH:34][CH:33]=1)[C:22]([O:24][CH2:25][C:26]1[S:30][CH:29]=[N:28][CH:27]=1)=[O:23])[C:9](=[O:17])[O:10][CH2:11][C:12]1[S:16][CH:15]=[N:14][CH:13]=1)[C:2]1[CH:7]=[CH:6][CH:5]=[CH:4][CH:3]=1.CC[N:41](CC)CC.CS(Cl)(=O)=O.[N-]=[N+]=[N-].[Na+].O.O.[Sn](Cl)Cl.C([O-])(O)=O.[Na+].